Dataset: CYP2C9 inhibition data for predicting drug metabolism from PubChem BioAssay. Task: Regression/Classification. Given a drug SMILES string, predict its absorption, distribution, metabolism, or excretion properties. Task type varies by dataset: regression for continuous measurements (e.g., permeability, clearance, half-life) or binary classification for categorical outcomes (e.g., BBB penetration, CYP inhibition). Dataset: cyp2c9_veith. (1) The drug is CN1CCc2c(sc3c2c(=O)n(-c2ccccc2)c2nncn32)C1. The result is 0 (non-inhibitor). (2) The compound is CSc1nncc(/C(C)=N\Nc2ccccc2)n1. The result is 1 (inhibitor). (3) The drug is Cc1cc(C)nc(NN2C(=O)/C(=C/c3ccccc3)SC2=S)n1. The result is 0 (non-inhibitor). (4) The drug is CCCn1c(=O)c2[nH]c(-c3ccc(S(=O)(=O)O)cc3)nc2n(CCC)c1=O. The result is 0 (non-inhibitor). (5) The drug is CCCN1CCc2cccc3c2[C@@H]1Cc1ccc(O)c(O)c1-3. The result is 0 (non-inhibitor).